Dataset: Reaction yield outcomes from USPTO patents with 853,638 reactions. Task: Predict the reaction yield, written as a fraction of the theoretical maximum amount of product (1.0 means a 100% yield; for example, 0.34 means a 34% yield). (1) The catalyst is [PH4+].C(Cl)Cl. The product is [C:11]1([CH3:14])[CH:10]=[CH:9][C:8]([S:5]([N:4]2[CH2:1][CH:17]=[CH:16][CH2:15]2)(=[O:6])=[O:7])=[CH:13][CH:12]=1. The reactants are [CH2:1]([N:4]([CH2:15][CH:16]=[CH2:17])[S:5]([C:8]1[CH:13]=[CH:12][C:11]([CH3:14])=[CH:10][CH:9]=1)(=[O:7])=[O:6])C=C. The yield is 0.995. (2) The reactants are [CH3:1][O:2][C:3]([C:5]1[S:6][C:7]([C:27]#[C:28][C:29]([CH3:32])([CH3:31])[CH3:30])=[CH:8][C:9]=1[N:10]([C@H:20]1[CH2:25][CH2:24][C@H:23]([OH:26])[CH2:22][CH2:21]1)[C:11]([C@H:13]1[CH2:18][CH2:17][C@H:16]([CH3:19])[CH2:15][CH2:14]1)=[O:12])=[O:4].I[CH3:34].[H-].[Na+]. The catalyst is CN(C=O)C. The product is [CH3:1][O:2][C:3]([C:5]1[S:6][C:7]([C:27]#[C:28][C:29]([CH3:31])([CH3:30])[CH3:32])=[CH:8][C:9]=1[N:10]([C@H:20]1[CH2:21][CH2:22][C@H:23]([O:26][CH3:34])[CH2:24][CH2:25]1)[C:11]([C@H:13]1[CH2:18][CH2:17][C@H:16]([CH3:19])[CH2:15][CH2:14]1)=[O:12])=[O:4]. The yield is 0.320. (3) The reactants are [CH:1]1([C:4]2[O:8][C:7]([C:9]3[CH:14]=[CH:13][C:12]([CH:15]([O:22][CH3:23])[C:16](N(OC)C)=[O:17])=[CH:11][CH:10]=3)=[N:6][N:5]=2)[CH2:3][CH2:2]1.[Br:24][C:25]1[C:30]([O:31][CH3:32])=[CH:29][C:28]([C:33]2[O:34][CH:35]=[CH:36][CH:37]=2)=[CH:27][C:26]=1[O:38][CH3:39]. No catalyst specified. The product is [Br:24][C:25]1[C:26]([O:38][CH3:39])=[CH:27][C:28]([C:33]2[O:34][C:35]([C:16](=[O:17])[CH:15]([C:12]3[CH:11]=[CH:10][C:9]([C:7]4[O:8][C:4]([CH:1]5[CH2:2][CH2:3]5)=[N:5][N:6]=4)=[CH:14][CH:13]=3)[O:22][CH3:23])=[CH:36][CH:37]=2)=[CH:29][C:30]=1[O:31][CH3:32]. The yield is 0.310. (4) The reactants are [N+:1]([C:4]1[CH:5]=[C:6]([OH:10])[CH:7]=[CH:8][CH:9]=1)([O-:3])=[O:2].[F-].[Cs+].S(C1C=CC([N+]([O-])=O)=CC=1)(O[CH2:17][C@H:18]1[O:20][CH2:19]1)(=O)=O.O. The catalyst is CN(C=O)C. The product is [N+:1]([C:4]1[CH:5]=[C:6]([O:10][CH2:17][C@H:18]2[O:20][CH2:19]2)[CH:7]=[CH:8][CH:9]=1)([O-:3])=[O:2]. The yield is 0.800.